This data is from Forward reaction prediction with 1.9M reactions from USPTO patents (1976-2016). The task is: Predict the product of the given reaction. Given the reactants [CH3:1][O:2][C:3]1[CH:8]=[C:7]([CH3:9])[C:6]([S:10]([O:13]C2C(F)=C(F)C(F)=C(F)C=2F)(=[O:12])=O)=[C:5]([CH3:25])[CH:4]=1.[OH:26][CH2:27][CH:28]1[CH2:33][CH2:32][CH2:31][CH2:30][NH:29]1, predict the reaction product. The product is: [CH3:1][O:2][C:3]1[CH:4]=[C:5]([CH3:25])[C:6]([S:10]([N:29]2[CH2:30][CH2:31][CH2:32][CH2:33][CH:28]2[CH2:27][OH:26])(=[O:12])=[O:13])=[C:7]([CH3:9])[CH:8]=1.